This data is from Forward reaction prediction with 1.9M reactions from USPTO patents (1976-2016). The task is: Predict the product of the given reaction. Given the reactants [C:1]([C:3]1[C@@H:8]([C:9]2[CH:14]=[CH:13][C:12]([C:15]#[N:16])=[CH:11][C:10]=2[S:17]([CH3:20])(=[O:19])=[O:18])[N:7]([C:21]([N:23]2[CH2:28][CH2:27][CH2:26][C@@H:25]([NH:29]C(=O)OC(C)(C)C)[CH2:24]2)=[O:22])[C:6](=[O:37])[N:5]([C:38]2[CH:43]=[CH:42][CH:41]=[C:40]([C:44]([F:47])([F:46])[F:45])[CH:39]=2)[C:4]=1[CH3:48])#[N:2], predict the reaction product. The product is: [NH2:29][C@@H:25]1[CH2:26][CH2:27][CH2:28][N:23]([C:21]([N:7]2[C@H:8]([C:9]3[CH:14]=[CH:13][C:12]([C:15]#[N:16])=[CH:11][C:10]=3[S:17]([CH3:20])(=[O:19])=[O:18])[C:3]([C:1]#[N:2])=[C:4]([CH3:48])[N:5]([C:38]3[CH:43]=[CH:42][CH:41]=[C:40]([C:44]([F:46])([F:47])[F:45])[CH:39]=3)[C:6]2=[O:37])=[O:22])[CH2:24]1.